Dataset: Reaction yield outcomes from USPTO patents with 853,638 reactions. Task: Predict the reaction yield, written as a fraction of the theoretical maximum amount of product (1.0 means a 100% yield; for example, 0.34 means a 34% yield). (1) The reactants are C1(N)C(F)=C(F)C(F)=C(N)C=1F.Cl.Cl.[F:15][C:16]1[CH:17]=[C:18]([N:28]2[CH2:32][CH:31]([CH2:33][NH2:34])[O:30][C:29]2=[O:35])[CH:19]=[CH:20][C:21]=1[N:22]1[CH2:27][CH2:26][O:25][CH2:24][CH2:23]1.FC1C=C(N2C[C@H](CN)OC2=O)C=CC=1N1CC[O:46][CH2:45][CH2:44]1. No catalyst specified. The product is [F:15][C:16]1[CH:17]=[C:18]([N:28]2[CH2:32][C@H:31]([CH2:33][NH:34][C:45](=[O:46])[CH3:44])[O:30][C:29]2=[O:35])[CH:19]=[CH:20][C:21]=1[N:22]1[CH2:23][CH2:24][O:25][CH2:26][CH2:27]1. The yield is 0.900. (2) The reactants are [C:1]([O:4][C:5]1[C:14]2[C:9](=[C:10]([CH:19]=[O:20])[CH:11]=[C:12]([CH:15]([CH2:17][CH3:18])[CH3:16])[CH:13]=2)[N:8]=[C:7]([CH3:21])[C:6]=1[CH3:22])(=[O:3])[CH3:2].[BH4-].[Na+].O. The catalyst is CO. The product is [C:1]([O:4][C:5]1[C:14]2[C:9](=[C:10]([CH2:19][OH:20])[CH:11]=[C:12]([CH:15]([CH2:17][CH3:18])[CH3:16])[CH:13]=2)[N:8]=[C:7]([CH3:21])[C:6]=1[CH3:22])(=[O:3])[CH3:2]. The yield is 0.840.